Dataset: Full USPTO retrosynthesis dataset with 1.9M reactions from patents (1976-2016). Task: Predict the reactants needed to synthesize the given product. The reactants are: [Br:1][C:2]1[C:11]2[C:6](=[CH:7][CH:8]=[C:9]([F:12])[CH:10]=2)[CH2:5][CH2:4][C:3]=1[CH:13]=[O:14].ClC1C(=O)C(C#N)=C(C#N)C(=O)C=1Cl. Given the product [Br:1][C:2]1[C:11]2[C:6](=[CH:7][CH:8]=[C:9]([F:12])[CH:10]=2)[CH:5]=[CH:4][C:3]=1[CH:13]=[O:14], predict the reactants needed to synthesize it.